This data is from TCR-epitope binding with 47,182 pairs between 192 epitopes and 23,139 TCRs. The task is: Binary Classification. Given a T-cell receptor sequence (or CDR3 region) and an epitope sequence, predict whether binding occurs between them. The epitope is EHPTFTSQYRIQGKL. The TCR CDR3 sequence is CASSSTGLVGDTQYF. Result: 0 (the TCR does not bind to the epitope).